From a dataset of Full USPTO retrosynthesis dataset with 1.9M reactions from patents (1976-2016). Predict the reactants needed to synthesize the given product. (1) Given the product [CH2:16]([C:12]1[CH:13]=[C:14]([C:1](=[O:5])[CH2:2][CH3:3])[CH:15]=[C:10]([CH2:7][CH2:8][CH3:9])[C:11]=1[OH:19])[CH2:17][CH3:18], predict the reactants needed to synthesize it. The reactants are: [C:1]([O-:5])(=O)[CH2:2][CH3:3].[Na+].[CH2:7]([C:10]1[CH:15]=[CH:14][CH:13]=[C:12]([CH2:16][CH2:17][CH3:18])[C:11]=1[OH:19])[CH2:8][CH3:9]. (2) Given the product [Cl:1][C:2]1[C:3]([NH:28][C:29](=[O:37])[CH2:30][CH2:31][CH:32]2[CH2:36][CH2:35][CH2:34][CH2:33]2)=[C:4]2[C:9](=[CH:10][CH:11]=1)[N:8]=[C:7]([N:12]1[CH2:16][CH2:15][C@H:14]([NH:17][CH2:18][CH2:19][OH:20])[CH2:13]1)[CH:6]=[CH:5]2, predict the reactants needed to synthesize it. The reactants are: [Cl:1][C:2]1[C:3]([NH:28][C:29](=[O:37])[CH2:30][CH2:31][CH:32]2[CH2:36][CH2:35][CH2:34][CH2:33]2)=[C:4]2[C:9](=[CH:10][CH:11]=1)[N:8]=[C:7]([N:12]1[CH2:16][CH2:15][C@H:14]([NH:17][CH2:18][CH2:19][O:20][Si](C(C)(C)C)(C)C)[CH2:13]1)[CH:6]=[CH:5]2.Cl. (3) Given the product [CH3:2][CH:3]1[CH:8]2[CH2:9][CH:5]([CH:6]([NH:10][C:11]3[CH:16]=[CH:15][C:14]([C:17]([F:19])([F:18])[F:20])=[CH:13][N:12]=3)[CH2:7]2)[NH:4]1, predict the reactants needed to synthesize it. The reactants are: Cl.[CH3:2][CH:3]1[CH:8]2[CH2:9][CH:5]([CH:6]([NH:10][C:11]3[CH:16]=[CH:15][C:14]([C:17]([F:20])([F:19])[F:18])=[CH:13][N:12]=3)[CH2:7]2)[N:4]1C(OC(C)(C)C)=O. (4) Given the product [NH2:36][C:34]1[CH:33]=[CH:32][C:31]2[O:3][C@@H:2]([CH3:1])[CH2:4][C@H:23]3[S:24](=[O:29])(=[O:28])[C:25]([CH3:27])([CH3:26])[C:20]([N:12]([C:10]([O:9][C:5]([CH3:7])([CH3:6])[CH3:8])=[O:11])[C:13](=[O:19])[O:14][C:15]([CH3:17])([CH3:18])[CH3:16])=[N:21][C@:22]3([CH2:40][F:41])[C:30]=2[CH:35]=1, predict the reactants needed to synthesize it. The reactants are: [CH3:1][C@H:2]1[CH2:4][O:3]1.[C:5]([O:9][C:10]([N:12]([C:20]1[C:25]([CH3:27])([CH3:26])[S:24](=[O:29])(=[O:28])[CH2:23][C@@:22]([CH2:40][F:41])([C:30]2[CH:35]=[C:34]([N+:36]([O-])=O)[CH:33]=[CH:32][C:31]=2F)[N:21]=1)[C:13](=[O:19])[O:14][C:15]([CH3:18])([CH3:17])[CH3:16])=[O:11])([CH3:8])([CH3:7])[CH3:6]. (5) Given the product [F:16][C:17]1[CH:25]=[CH:24][C:23]([N+:26]([O-:28])=[O:27])=[CH:22][C:18]=1[C:9]([O:11][C:12]([CH3:13])([CH3:14])[CH3:15])=[O:10], predict the reactants needed to synthesize it. The reactants are: [C:9](O[C:9]([O:11][C:12]([CH3:15])([CH3:14])[CH3:13])=[O:10])([O:11][C:12]([CH3:15])([CH3:14])[CH3:13])=[O:10].[F:16][C:17]1[CH:25]=[CH:24][C:23]([N+:26]([O-:28])=[O:27])=[CH:22][C:18]=1C(O)=O.C(O)(C)(C)C. (6) The reactants are: [C:1]([O:10][CH3:11])(=[O:9])[C:2]1[C:3](=[CH:5][CH:6]=[CH:7][CH:8]=1)[OH:4].C(=O)([O-])[O-].[K+].[K+].[C:18]([Si:22]([O:35][CH2:36][CH2:37][C:38]1([CH2:44][CH2:45]I)[CH2:43][CH2:42][CH2:41][CH2:40][CH2:39]1)([C:29]1[CH:34]=[CH:33][CH:32]=[CH:31][CH:30]=1)[C:23]1[CH:28]=[CH:27][CH:26]=[CH:25][CH:24]=1)([CH3:21])([CH3:20])[CH3:19].O. Given the product [O:35]([CH2:36][CH2:37][C:38]1([CH2:44][CH2:45][O:4][C:3]2[CH:5]=[CH:6][CH:7]=[CH:8][C:2]=2[C:1]([O:10][CH3:11])=[O:9])[CH2:39][CH2:40][CH2:41][CH2:42][CH2:43]1)[Si:22]([C:18]([CH3:21])([CH3:20])[CH3:19])([C:29]1[CH:30]=[CH:31][CH:32]=[CH:33][CH:34]=1)[C:23]1[CH:28]=[CH:27][CH:26]=[CH:25][CH:24]=1, predict the reactants needed to synthesize it. (7) Given the product [CH2:1]([C:3]1[CH:8]=[CH:7][C:6]([C@H:9]2[CH2:14][C@@H:13]([CH:15]([CH3:17])[CH3:16])[N:12]3[N:18]=[CH:19][C:20]([C:21]([NH:63][CH2:62][C:61]4[CH:64]=[CH:65][C:58]([CH3:57])=[CH:59][CH:60]=4)=[O:22])=[C:11]3[NH:10]2)=[CH:5][CH:4]=1)[CH3:2], predict the reactants needed to synthesize it. The reactants are: [CH2:1]([C:3]1[CH:8]=[CH:7][C:6]([C@H:9]2[CH2:14][C@@H:13]([CH:15]([CH3:17])[CH3:16])[N:12]3[N:18]=[CH:19][C:20]([C:21](O)=[O:22])=[C:11]3[NH:10]2)=[CH:5][CH:4]=1)[CH3:2].CN(C(ON1N=NC2C=CC=NC1=2)=[N+](C)C)C.F[P-](F)(F)(F)(F)F.C(N(CC)C(C)C)(C)C.[CH3:57][C:58]1[CH:65]=[CH:64][C:61]([CH2:62][NH2:63])=[CH:60][CH:59]=1.